This data is from Reaction yield outcomes from USPTO patents with 853,638 reactions. The task is: Predict the reaction yield, written as a fraction of the theoretical maximum amount of product (1.0 means a 100% yield; for example, 0.34 means a 34% yield). The reactants are O.[NH2:2][C:3]1[N:8]=[C:7]([CH:9]2[CH2:11][CH2:10]2)[N:6]=[C:5]([C:12]([OH:14])=[O:13])[C:4]=1[Cl:15].[C:16](=O)(OC)OC.S(=O)(=O)(O)O.[OH-].[Na+]. The catalyst is O.CO. The product is [NH2:2][C:3]1[N:8]=[C:7]([CH:9]2[CH2:11][CH2:10]2)[N:6]=[C:5]([C:12]([O:14][CH3:16])=[O:13])[C:4]=1[Cl:15]. The yield is 0.935.